Task: Predict the reactants needed to synthesize the given product.. Dataset: Full USPTO retrosynthesis dataset with 1.9M reactions from patents (1976-2016) (1) Given the product [Cl:1][C:2]1[C:3]([F:22])=[C:4]([CH:17]=[C:18]([F:21])[C:19]=1[F:20])[C:5]([C:7](=[CH:13][NH:23][C:24]1[CH:31]=[CH:30][C:27]([CH2:28][OH:29])=[CH:26][CH:25]=1)[C:8]([O:10][CH2:11][CH3:12])=[O:9])=[O:6], predict the reactants needed to synthesize it. The reactants are: [Cl:1][C:2]1[C:3]([F:22])=[C:4]([CH:17]=[C:18]([F:21])[C:19]=1[F:20])[C:5]([C:7](=[CH:13]OCC)[C:8]([O:10][CH2:11][CH3:12])=[O:9])=[O:6].[NH2:23][C:24]1[CH:31]=[CH:30][C:27]([CH2:28][OH:29])=[CH:26][CH:25]=1. (2) Given the product [OH:14][C:8]1([C:3]2[CH:4]=[CH:5][CH:6]=[CH:7][C:2]=2[NH:1][CH2:18][CH2:17][C:16]([NH:21][C:22](=[O:28])[O:23][C:24]([CH3:27])([CH3:26])[CH3:25])([CH3:20])[CH3:15])[CH2:13][CH2:12][CH2:11][CH2:10][CH2:9]1, predict the reactants needed to synthesize it. The reactants are: [NH2:1][C:2]1[CH:7]=[CH:6][CH:5]=[CH:4][C:3]=1[C:8]1([OH:14])[CH2:13][CH2:12][CH2:11][CH2:10][CH2:9]1.[CH3:15][C:16]([NH:21][C:22](=[O:28])[O:23][C:24]([CH3:27])([CH3:26])[CH3:25])([CH3:20])[CH2:17][CH:18]=O.